This data is from Cav3 T-type calcium channel HTS with 100,875 compounds. The task is: Binary Classification. Given a drug SMILES string, predict its activity (active/inactive) in a high-throughput screening assay against a specified biological target. The drug is O=C1N(C(C2C1(CCC=C2)C)c1cc2c(cc1)cccc2)Cc1ccccc1. The result is 0 (inactive).